Dataset: Full USPTO retrosynthesis dataset with 1.9M reactions from patents (1976-2016). Task: Predict the reactants needed to synthesize the given product. (1) Given the product [CH:36]1([C:39]2[C:40]([O:49][CH2:50][CH:51]3[CH2:52][CH2:53][N:54]([S:57]([CH3:60])(=[O:58])=[O:59])[CH2:55][CH2:56]3)=[CH:41][C:42]([F:48])=[C:43]([CH:47]=2)[C:44]([NH:72][S:69]([CH:66]2[CH2:68][CH2:67]2)(=[O:71])=[O:70])=[O:45])[CH2:38][CH2:37]1, predict the reactants needed to synthesize it. The reactants are: ClC1C(F)=C(C=C(C(F)(F)F)C=1)CN1CCC(COC2C(C3CC3)=CC(C(O)=O)=C(F)C=2)(F)CC1.[CH:36]1([C:39]2[C:40]([O:49][CH2:50][CH:51]3[CH2:56][CH2:55][N:54]([S:57]([CH3:60])(=[O:59])=[O:58])[CH2:53][CH2:52]3)=[CH:41][C:42]([F:48])=[C:43]([CH:47]=2)[C:44](O)=[O:45])[CH2:38][CH2:37]1.CS(N)(=O)=O.[CH:66]1([S:69]([NH2:72])(=[O:71])=[O:70])[CH2:68][CH2:67]1. (2) Given the product [Cl:1][C:2]1[CH:7]=[CH:6][N:5]=[C:4]2[CH:8]=[C:9]([C:40]3[N:41]=[CH:42][N:43]([CH3:45])[CH:44]=3)[S:10][C:3]=12, predict the reactants needed to synthesize it. The reactants are: [Cl:1][C:2]1[CH:7]=[CH:6][N:5]=[C:4]2[CH:8]=[C:9]([Sn](CCCC)(CCCC)CCCC)[S:10][C:3]=12.ClC1C=CN=C2C=C(C3SC=CN=3)SC=12.Br[C:40]1[N:41]=[CH:42][N:43]([CH3:45])[CH:44]=1.